From a dataset of Forward reaction prediction with 1.9M reactions from USPTO patents (1976-2016). Predict the product of the given reaction. (1) Given the reactants [CH:1]([N:4](C(C)C)CC)(C)[CH3:2].C(N)C.CN(C(ON1N=NC2C=CC=CC1=2)=[N+](C)C)C.F[P-](F)(F)(F)(F)F.[C:37]([O:41][C:42]([N:44]1[CH2:49][CH2:48][CH:47]([CH2:50][CH2:51][CH2:52][CH2:53][C:54]2[CH:59]=[CH:58][C:57]([C:60]([OH:62])=O)=[CH:56][CH:55]=2)[CH2:46][CH2:45]1)=[O:43])([CH3:40])([CH3:39])[CH3:38], predict the reaction product. The product is: [C:37]([O:41][C:42]([N:44]1[CH2:49][CH2:48][CH:47]([CH2:50][CH2:51][CH2:52][CH2:53][C:54]2[CH:55]=[CH:56][C:57]([C:60](=[O:62])[NH:4][CH2:1][CH3:2])=[CH:58][CH:59]=2)[CH2:46][CH2:45]1)=[O:43])([CH3:38])([CH3:39])[CH3:40]. (2) Given the reactants Cl[C:2]1[N:3]=[C:4]2[CH:12]=[CH:11][C:10]([F:13])=[CH:9][N:5]2[C:6](=[O:8])[CH:7]=1.[CH3:14][C:15]1[O:16][C:17]2[CH:23]=[C:22](B3OC(C)(C)C(C)(C)O3)[CH:21]=[CH:20][C:18]=2[N:19]=1.C(Cl)Cl.C([O-])([O-])=O.[K+].[K+], predict the reaction product. The product is: [F:13][C:10]1[CH:11]=[CH:12][C:4]2[N:5]([CH:9]=1)[C:6](=[O:8])[CH:7]=[C:2]([C:22]1[CH:21]=[CH:20][C:18]3[N:19]=[C:15]([CH3:14])[O:16][C:17]=3[CH:23]=1)[N:3]=2.